From a dataset of Forward reaction prediction with 1.9M reactions from USPTO patents (1976-2016). Predict the product of the given reaction. (1) Given the reactants [Cl:1][C:2]1[CH:3]=[CH:4][C:5]2[NH:11][C:10](=S)[CH:9]([CH2:13][C:14]([O:16][CH2:17][CH3:18])=[O:15])[O:8][CH:7]([C:19]3[CH:24]=[CH:23][CH:22]=[C:21]([O:25][CH3:26])[C:20]=3[O:27][CH3:28])[C:6]=2[CH:29]=1.[CH2:30]([O:33][CH2:34][CH2:35][C:36]([NH:38][NH2:39])=O)[CH:31]=[CH2:32], predict the reaction product. The product is: [CH2:30]([O:33][CH2:34][CH2:35][C:36]1[N:11]2[C:5]3[CH:4]=[CH:3][C:2]([Cl:1])=[CH:29][C:6]=3[CH:7]([C:19]3[CH:24]=[CH:23][CH:22]=[C:21]([O:25][CH3:26])[C:20]=3[O:27][CH3:28])[O:8][CH:9]([CH2:13][C:14]([O:16][CH2:17][CH3:18])=[O:15])[C:10]2=[N:39][N:38]=1)[CH:31]=[CH2:32]. (2) Given the reactants C(O[C:6]([N:8]1[CH2:12][C:11](=[N:13][O:14][CH3:15])[CH2:10][C@H:9]1[C:16]([OH:18])=O)=[O:7])(C)(C)C.[N:19]([CH2:22][CH2:23][CH2:24][CH2:25][CH3:26])=C=O.[CH2:27]([NH2:34])[C:28]1[CH:33]=[CH:32][CH:31]=[CH:30][CH:29]=1, predict the reaction product. The product is: [CH2:27]([NH:34][C:16]([C@@H:9]1[CH2:10][C:11](=[N:13][O:14][CH3:15])[CH2:12][N:8]1[C:6]([NH:19][CH2:22][CH2:23][CH2:24][CH2:25][CH3:26])=[O:7])=[O:18])[C:28]1[CH:33]=[CH:32][CH:31]=[CH:30][CH:29]=1. (3) Given the reactants CS([O:5][CH2:6][CH:7]1[C:12](O)([C:13]2[CH:18]=[CH:17][CH:16]=[CH:15][CH:14]=2)[CH2:11][CH2:10][N:9]([C:20](=[O:32])[C:21]2[CH:26]=[CH:25][C:24]([O:27][CH:28]([CH3:30])[CH3:29])=[C:23]([CH3:31])[CH:22]=2)[CH2:8]1)(=O)=O.[H-].[Na+], predict the reaction product. The product is: [CH:28]([O:27][C:24]1[CH:25]=[CH:26][C:21]([C:20]([N:9]2[CH2:10][CH2:11][C:12]3([C:13]4[CH:18]=[CH:17][CH:16]=[CH:15][CH:14]=4)[CH:7]([CH2:6][O:5]3)[CH2:8]2)=[O:32])=[CH:22][C:23]=1[CH3:31])([CH3:29])[CH3:30]. (4) Given the reactants [C:1]1([C:7]2[CH:12]=[CH:11][C:10](B3OC(C)(C)C(C)(C)O3)=[CH:9][N:8]=2)[CH:6]=[CH:5][CH:4]=[CH:3][CH:2]=1.[O-]P([O-])([O-])=O.[K+].[K+].[K+].C(Cl)Cl.[CH3:33][Si:34]([CH3:73])([CH3:72])[CH2:35][CH2:36][O:37][CH2:38][N:39]([CH2:64][O:65][CH2:66][CH2:67][Si:68]([CH3:71])([CH3:70])[CH3:69])[C:40]1[N:45]2[N:46]=[CH:47][C:48](I)=[C:44]2[N:43]=[C:42]([CH2:50][CH:51]2[CH2:56][CH2:55][N:54]([C:57]([O:59][C:60]([CH3:63])([CH3:62])[CH3:61])=[O:58])[CH2:53][CH2:52]2)[CH:41]=1, predict the reaction product. The product is: [CH3:71][Si:68]([CH3:69])([CH3:70])[CH2:67][CH2:66][O:65][CH2:64][N:39]([CH2:38][O:37][CH2:36][CH2:35][Si:34]([CH3:33])([CH3:72])[CH3:73])[C:40]1[N:45]2[N:46]=[CH:47][C:48]([C:10]3[CH:9]=[N:8][C:7]([C:1]4[CH:2]=[CH:3][CH:4]=[CH:5][CH:6]=4)=[CH:12][CH:11]=3)=[C:44]2[N:43]=[C:42]([CH2:50][CH:51]2[CH2:56][CH2:55][N:54]([C:57]([O:59][C:60]([CH3:63])([CH3:62])[CH3:61])=[O:58])[CH2:53][CH2:52]2)[CH:41]=1. (5) Given the reactants [CH:1]1[C:14]2[C:13](=[O:15])[C:12]3[C:7](=[CH:8][CH:9]=[C:10]([S:16](Cl)(=[O:18])=[O:17])[CH:11]=3)[C:6](=[O:20])[C:5]=2[CH:4]=[CH:3][C:2]=1[S:21](Cl)(=[O:23])=[O:22].[C:25]([CH:29]1[CH2:34][CH2:33][CH:32]([NH2:35])[CH2:31][CH2:30]1)([CH3:28])([CH3:27])[CH3:26].C([N:38]([CH2:41][CH3:42])CC)C, predict the reaction product. The product is: [C:25]([CH:29]1[CH2:30][CH2:31][CH:32]([NH:35][S:21]([C:2]2[CH:3]=[CH:4][C:5]3[C:6](=[O:20])[C:7]4[C:12](=[CH:11][C:10]([S:16]([NH:38][CH:41]5[CH2:42][CH2:34][CH:29]([C:25]([CH3:28])([CH3:27])[CH3:26])[CH2:30][CH2:31]5)(=[O:18])=[O:17])=[CH:9][CH:8]=4)[C:13](=[O:15])[C:14]=3[CH:1]=2)(=[O:23])=[O:22])[CH2:33][CH2:34]1)([CH3:28])([CH3:26])[CH3:27]. (6) Given the reactants [F:1][C:2]1[CH:11]=[CH:10][CH:9]=[C:8]2[C:3]=1[N:4]=[C:5]([C:21]([OH:23])=O)[C:6](=[O:20])[N:7]2[C:12]1[CH:17]=[CH:16][C:15]([O:18][CH3:19])=[CH:14][CH:13]=1.C(Cl)(=O)C(Cl)=O.[C:30]1(=[O:37])[CH2:35][CH2:34][CH2:33][C:32](=[O:36])[CH2:31]1.C(N(CC)CC)C.CC(C)(O)C#N, predict the reaction product. The product is: [F:1][C:2]1[CH:11]=[CH:10][CH:9]=[C:8]2[C:3]=1[N:4]=[C:5]([C:21]([C:31]1[C:32](=[O:36])[CH2:33][CH2:34][CH2:35][C:30]=1[OH:37])=[O:23])[C:6](=[O:20])[N:7]2[C:12]1[CH:13]=[CH:14][C:15]([O:18][CH3:19])=[CH:16][CH:17]=1. (7) Given the reactants [N+:1]([C:4]1[CH:11]=[CH:10][CH:9]=[CH:8][C:5]=1[CH:6]=[O:7])([O-:3])=[O:2].[CH2:12]([Si](C)(C)C)[CH:13]=[CH2:14], predict the reaction product. The product is: [N+:1]([C:4]1[CH:11]=[CH:10][CH:9]=[CH:8][C:5]=1[CH:6]([OH:7])[CH2:14][CH:13]=[CH2:12])([O-:3])=[O:2].